Dataset: Reaction yield outcomes from USPTO patents with 853,638 reactions. Task: Predict the reaction yield, written as a fraction of the theoretical maximum amount of product (1.0 means a 100% yield; for example, 0.34 means a 34% yield). The reactants are [F-].C([N+](CCCC)(CCCC)CCCC)CCC.[Si]([O:36][CH2:37][CH2:38][O:39][CH2:40][C@H:41]([O:52][C:53]1[N:58]=[CH:57][N:56]=[C:55]2[N:59]([C:62]3[C:67]([Cl:68])=[CH:66][CH:65]=[CH:64][C:63]=3[Cl:69])[N:60]=[CH:61][C:54]=12)[C:42]([NH:44][C:45]1[CH:50]=[CH:49][C:48]([F:51])=[CH:47][N:46]=1)=[O:43])(C(C)(C)C)(C1C=CC=CC=1)C1C=CC=CC=1. The catalyst is C1COCC1. The product is [Cl:68][C:67]1[CH:66]=[CH:65][CH:64]=[C:63]([Cl:69])[C:62]=1[N:59]1[C:55]2[N:56]=[CH:57][N:58]=[C:53]([O:52][C@@H:41]([CH2:40][O:39][CH2:38][CH2:37][OH:36])[C:42]([NH:44][C:45]3[CH:50]=[CH:49][C:48]([F:51])=[CH:47][N:46]=3)=[O:43])[C:54]=2[CH:61]=[N:60]1. The yield is 0.721.